From a dataset of Catalyst prediction with 721,799 reactions and 888 catalyst types from USPTO. Predict which catalyst facilitates the given reaction. Reactant: [S:1]1[CH:5]=[CH:4][CH:3]=[C:2]1[CH2:6][CH2:7][NH:8][CH:9]([C:12]1[CH:17]=[CH:16][CH:15]=[CH:14][C:13]=1[Cl:18])[C:10]#[N:11].[BrH:19]. Product: [BrH:19].[S:1]1[CH:5]=[CH:4][CH:3]=[C:2]1[CH2:6][CH2:7][NH:8][CH:9]([C:12]1[CH:17]=[CH:16][CH:15]=[CH:14][C:13]=1[Cl:18])[C:10]#[N:11]. The catalyst class is: 8.